This data is from Catalyst prediction with 721,799 reactions and 888 catalyst types from USPTO. The task is: Predict which catalyst facilitates the given reaction. (1) Reactant: C[O-].[Na+].[NH2:4][C:5]1[N:12]=[CH:11][CH:10]=[CH:9][C:6]=1[CH:7]=O.[C:13]([O:20][CH3:21])(=[O:19])[CH2:14][C:15]([O:17]C)=O. Product: [OH:17][C:15]1[C:14]([C:13]([O:20][CH3:21])=[O:19])=[CH:7][C:6]2[C:5](=[N:12][CH:11]=[CH:10][CH:9]=2)[N:4]=1. The catalyst class is: 5. (2) Reactant: [I:1][C:2]1[CH:3]=[N:4][NH:5][CH:6]=1.Br[CH2:8][C:9]1[CH:13]=[C:12]([CH3:14])[O:11][N:10]=1.C(=O)([O-])[O-].[K+].[K+].CN(C=O)C. Product: [I:1][C:2]1[CH:3]=[N:4][N:5]([CH2:8][C:9]2[CH:13]=[C:12]([CH3:14])[O:11][N:10]=2)[CH:6]=1. The catalyst class is: 13. (3) Reactant: Cl.[CH3:2][C:3]([CH3:15])([CH2:8][N:9]1[CH2:14][CH2:13][NH:12][CH2:11][CH2:10]1)[C:4]([O:6][CH3:7])=[O:5]. Product: [CH3:2][C:3]([CH3:15])([CH2:8][N:9]1[CH2:14][CH2:13][NH:12][CH2:11][CH2:10]1)[C:4]([O:6][CH3:7])=[O:5]. The catalyst class is: 5. (4) Reactant: P(Cl)(Cl)(Cl)=O.[N+:6]([C:9]1[CH:10]=[N:11][C:12]2[C:17]([C:18]=1O)=[N:16][CH:15]=[CH:14][CH:13]=2)([O-:8])=[O:7].O[NH:21][CH2:22][CH:23]([CH3:25])[CH3:24].[OH2:26]. Product: [CH3:24][C:23]([CH3:25])([OH:26])[CH2:22][NH:21][C:18]1[C:17]2[C:12](=[CH:13][CH:14]=[CH:15][N:16]=2)[N:11]=[CH:10][C:9]=1[N+:6]([O-:8])=[O:7]. The catalyst class is: 9. (5) Reactant: F[C:2]1[CH:7]=[CH:6][CH:5]=[C:4]([F:8])[N:3]=1.[Cl:9][C:10]1[CH:17]=[CH:16][C:13]([CH2:14][NH2:15])=[CH:12][CH:11]=1.C(N(CC)C(C)C)(C)C. Product: [Cl:9][C:10]1[CH:17]=[CH:16][C:13]([CH2:14][NH:15][C:2]2[CH:7]=[CH:6][CH:5]=[C:4]([F:8])[N:3]=2)=[CH:12][CH:11]=1. The catalyst class is: 6. (6) Reactant: [NH3:1].[CH3:2][O:3][C:4]([C:6]1[N:11]=[C:10]([Cl:12])[N:9]=[C:8](Cl)[C:7]=1[Cl:14])=[O:5]. Product: [NH2:1][C:8]1[C:7]([Cl:14])=[C:6]([C:4]([O:3][CH3:2])=[O:5])[N:11]=[C:10]([Cl:12])[N:9]=1. The catalyst class is: 1. (7) Reactant: Br[C:2]1[CH:3]=[C:4]2[C:9](=[CH:10][CH:11]=1)[N:8]=[CH:7][N:6]=[C:5]2[O:12][C:13]([CH3:16])([CH3:15])[CH3:14].[Li]CCCC.[Cl:22][C:23]1[CH:34]=[CH:33][C:26]([C:27](N(OC)C)=[O:28])=[CH:25][CH:24]=1. Product: [C:13]([O:12][C:5]1[C:4]2[C:9](=[CH:10][CH:11]=[C:2]([C:27]([C:26]3[CH:33]=[CH:34][C:23]([Cl:22])=[CH:24][CH:25]=3)=[O:28])[CH:3]=2)[N:8]=[CH:7][N:6]=1)([CH3:16])([CH3:15])[CH3:14]. The catalyst class is: 7. (8) Reactant: [Cl:1][C:2]1[N:7]=[CH:6][C:5]([NH:8][C:9]2[CH:14]=[C:13]([F:15])[CH:12]=[CH:11][C:10]=2[N+:16]([O-])=O)=[CH:4][CH:3]=1.O.O.[Sn](Cl)Cl.[OH-].[Na+].CCOC(C)=O. Product: [Cl:1][C:2]1[N:7]=[CH:6][C:5]([NH:8][C:9]2[C:10]([NH2:16])=[CH:11][CH:12]=[C:13]([F:15])[CH:14]=2)=[CH:4][CH:3]=1. The catalyst class is: 14. (9) Reactant: [CH3:1][C@@H:2]1[CH2:7][N:6]([C:8]2[CH:13]=[CH:12][C:11]([N+:14]([O-])=O)=[CH:10][CH:9]=2)[CH2:5][CH2:4][N:3]1[CH2:17][C@@H:18]([OH:20])[CH3:19]. Product: [NH2:14][C:11]1[CH:10]=[CH:9][C:8]([N:6]2[CH2:5][CH2:4][N:3]([CH2:17][C@@H:18]([OH:20])[CH3:19])[C@H:2]([CH3:1])[CH2:7]2)=[CH:13][CH:12]=1. The catalyst class is: 19. (10) Reactant: Cl.[Cl:2][C:3]1[CH:8]=[CH:7][C:6]([C:9]([CH:11]2[CH2:16][CH2:15][NH:14][CH2:13][CH2:12]2)=[O:10])=[CH:5][CH:4]=1.C(N(CC)CC)C.[C:24](O[C:24]([O:26][C:27]([CH3:30])([CH3:29])[CH3:28])=[O:25])([O:26][C:27]([CH3:30])([CH3:29])[CH3:28])=[O:25]. Product: [C:27]([O:26][C:24]([N:14]1[CH2:15][CH2:16][CH:11]([C:9](=[O:10])[C:6]2[CH:7]=[CH:8][C:3]([Cl:2])=[CH:4][CH:5]=2)[CH2:12][CH2:13]1)=[O:25])([CH3:30])([CH3:29])[CH3:28]. The catalyst class is: 10.